This data is from Full USPTO retrosynthesis dataset with 1.9M reactions from patents (1976-2016). The task is: Predict the reactants needed to synthesize the given product. Given the product [CH2:23]([N:20]1[CH2:21][CH2:22][CH:17]([NH:16][C:2]2[C:11]3[C:6](=[C:7]([O:14][CH3:15])[CH:8]=[C:9]([O:12][CH3:13])[CH:10]=3)[CH:5]=[N:4][N:3]=2)[CH2:18][CH2:19]1)[C:24]1[CH:25]=[CH:26][CH:27]=[CH:28][CH:29]=1, predict the reactants needed to synthesize it. The reactants are: Cl[C:2]1[C:11]2[C:6](=[C:7]([O:14][CH3:15])[CH:8]=[C:9]([O:12][CH3:13])[CH:10]=2)[CH:5]=[N:4][N:3]=1.[NH2:16][CH:17]1[CH2:22][CH2:21][N:20]([CH2:23][C:24]2[CH:29]=[CH:28][CH:27]=[CH:26][CH:25]=2)[CH2:19][CH2:18]1.